Predict the reactants needed to synthesize the given product. From a dataset of Full USPTO retrosynthesis dataset with 1.9M reactions from patents (1976-2016). (1) The reactants are: F[C:2]1[CH:3]=[C:4]([C:10]#[N:11])[C:5](=[CH:8][CH:9]=1)[C:6]#[N:7].[OH:12][C:13]([C@H:16]1[CH2:20][CH2:19][NH:18][C@H:17]1[CH3:21])([CH3:15])[CH3:14].C(=O)([O-])[O-].[Li+].[Li+]. Given the product [OH:12][C:13]([C@H:16]1[CH2:20][CH2:19][N:18]([C:2]2[CH:3]=[C:4]([C:10]#[N:11])[C:5](=[CH:8][CH:9]=2)[C:6]#[N:7])[C@H:17]1[CH3:21])([CH3:15])[CH3:14], predict the reactants needed to synthesize it. (2) Given the product [CH:16]1([N:12]2[C:13]3[CH:14]=[C:2]([C:1]([O:5][CH2:6][CH3:28])=[O:4])[S:3][C:9]=3[N:10]=[C:11]2[C:22]2[CH:27]=[CH:26][CH:25]=[CH:24][CH:23]=2)[CH2:21][CH2:20][CH2:19][CH2:18][CH2:17]1, predict the reactants needed to synthesize it. The reactants are: [C:1]([O:5][CH3:6])(=[O:4])[CH2:2][SH:3].[Na].Cl[C:9]1[N:10]=[C:11]([C:22]2[CH:27]=[CH:26][CH:25]=[CH:24][CH:23]=2)[N:12]([CH:16]2[CH2:21][CH2:20][CH2:19][CH2:18][CH2:17]2)[C:13]=1[CH:14]=O.[CH2:28](O)C. (3) Given the product [C:1]([C:3]1[CH:8]=[C:7]([CH3:9])[CH:6]=[CH:5][C:4]=1[C:10]1[CH:15]=[C:14]([O:16][CH2:17][CH:18]([OH:19])[CH2:22][OH:21])[CH:13]=[C:12]([C:25]([OH:27])=[O:26])[CH:11]=1)#[N:2], predict the reactants needed to synthesize it. The reactants are: [C:1]([C:3]1[CH:8]=[C:7]([CH3:9])[CH:6]=[CH:5][C:4]=1[C:10]1[CH:15]=[C:14]([O:16][CH2:17][CH:18]2[CH2:22][O:21]C(C)(C)[O:19]2)[CH:13]=[C:12]([C:25]([OH:27])=[O:26])[CH:11]=1)#[N:2].Cl. (4) Given the product [CH2:36]([N:38]1[CH2:43][CH2:42][N:41]([C:13]2[N:14]=[C:9]([C:6]3[CH:7]=[CH:8][C:3]([O:2][CH3:1])=[CH:4][CH:5]=3)[CH:10]=[C:11]3[CH:18]=[CH:17][S:16][C:12]=23)[CH2:40][CH2:39]1)[CH3:37], predict the reactants needed to synthesize it. The reactants are: [CH3:1][O:2][C:3]1[CH:8]=[CH:7][C:6]([C:9]2[CH:10]=[C:11]3[CH:18]=[CH:17][S:16][C:12]3=[CH:13][N+:14]=2[O-])=[CH:5][CH:4]=1.P(Cl)(Cl)(Cl)=O.C(=O)([O-])[O-].[Na+].[Na+].C(=O)([O-])[O-].[K+].[K+].[CH2:36]([N:38]1[CH2:43][CH2:42][NH:41][CH2:40][CH2:39]1)[CH3:37]. (5) Given the product [CH:18]1([NH:21][C:22](=[O:23])[C:24]2[CH:29]=[C:28]([C:2]3[CH:3]=[C:4]4[C:8](=[CH:9][CH:10]=3)[N:7]([C:11]3[CH:16]=[CH:15][CH:14]=[C:13]([CH3:17])[CH:12]=3)[N:6]=[CH:5]4)[C:27]([CH3:33])=[C:26]([F:34])[CH:25]=2)[CH2:19][CH2:20]1, predict the reactants needed to synthesize it. The reactants are: Br[C:2]1[CH:3]=[C:4]2[C:8](=[CH:9][CH:10]=1)[N:7]([C:11]1[CH:16]=[CH:15][CH:14]=[C:13]([CH3:17])[CH:12]=1)[N:6]=[CH:5]2.[CH:18]1([NH:21][C:22]([C:24]2[CH:25]=[C:26]([F:34])[C:27]([CH3:33])=[C:28](B(O)O)[CH:29]=2)=[O:23])[CH2:20][CH2:19]1.C(=O)([O-])O.[Na+]. (6) Given the product [CH2:33]([O:35][C:36](=[O:48])[CH:37]=[CH:38][C:39]1[CH:40]=[CH:41][C:42]([C:45](=[O:46])[CH:7]([C:6]([O:5][C:1]([CH3:4])([CH3:2])[CH3:3])=[O:19])[C:8]2[C:13]([F:14])=[C:12]([F:15])[C:11]([F:16])=[C:10]([F:17])[C:9]=2[F:18])=[CH:43][CH:44]=1)[CH3:34], predict the reactants needed to synthesize it. The reactants are: [C:1]([O:5][C:6](=[O:19])[CH2:7][C:8]1[C:13]([F:14])=[C:12]([F:15])[C:11]([F:16])=[C:10]([F:17])[C:9]=1[F:18])([CH3:4])([CH3:3])[CH3:2].C[Si]([N-][Si](C)(C)C)(C)C.[Li+].C(=O)=O.[CH2:33]([O:35][C:36](=[O:48])[CH:37]=[CH:38][C:39]1[CH:44]=[CH:43][C:42]([C:45](O)=[O:46])=[CH:41][CH:40]=1)[CH3:34].C(O)(=O)CC(CC(O)=O)(C(O)=O)O. (7) The reactants are: I[C:2]1[CH:3]=[C:4]2[C:15]3([CH2:19][O:18][C:17]([NH2:20])=[N:16]3)[C:14]3[C:9](=[N:10][CH:11]=[C:12]([Br:21])[CH:13]=3)[O:8][C:5]2=[CH:6][CH:7]=1.C1COCC1.[CH3:27][C:28]([OH:32])([C:30]#[CH:31])[CH3:29].C(NC(C)C)(C)C. Given the product [OH:32][C:28]([CH3:29])([CH3:27])[C:30]#[C:31][C:2]1[CH:3]=[C:4]2[C:15]3([CH2:19][O:18][C:17]([NH2:20])=[N:16]3)[C:14]3[C:9](=[N:10][CH:11]=[C:12]([Br:21])[CH:13]=3)[O:8][C:5]2=[CH:6][CH:7]=1, predict the reactants needed to synthesize it. (8) Given the product [C:1]([C:5]1[CH:10]=[CH:9][C:8]([S:11]([N:14]([C:15]2[CH:23]=[C:22]3[C:18]([CH:19]=[N:20][NH:21]3)=[CH:17][CH:16]=2)[CH2:24][C:25]([N:30]([CH2:28][CH3:29])[CH2:31][CH2:32][OH:33])=[O:27])(=[O:12])=[O:13])=[CH:7][CH:6]=1)([CH3:3])([CH3:2])[CH3:4], predict the reactants needed to synthesize it. The reactants are: [C:1]([C:5]1[CH:10]=[CH:9][C:8]([S:11]([N:14]([CH2:24][C:25]([OH:27])=O)[C:15]2[CH:23]=[C:22]3[C:18]([CH:19]=[N:20][NH:21]3)=[CH:17][CH:16]=2)(=[O:13])=[O:12])=[CH:7][CH:6]=1)([CH3:4])([CH3:3])[CH3:2].[CH2:28]([NH:30][CH2:31][CH2:32][OH:33])[CH3:29]. (9) Given the product [C:21]1([C:2]2[CH:3]=[C:4]3[C:8](=[CH:9][CH:10]=2)[NH:7][C:6](=[O:11])[CH2:5]3)[CH:26]=[CH:25][CH:24]=[CH:23][CH:22]=1, predict the reactants needed to synthesize it. The reactants are: Br[C:2]1[CH:3]=[C:4]2[C:8](=[CH:9][CH:10]=1)[NH:7][C:6](=[O:11])[CH2:5]2.C(O)C.C(=O)([O-])[O-].[Na+].[Na+].[C:21]1(B(O)O)[CH:26]=[CH:25][CH:24]=[CH:23][CH:22]=1.